Dataset: Forward reaction prediction with 1.9M reactions from USPTO patents (1976-2016). Task: Predict the product of the given reaction. (1) The product is: [ClH:29].[NH2:7][CH2:8][CH2:9][O:10][C:11]1[CH:16]=[CH:15][C:14]([O:17][CH2:18][C:19]2[CH:20]=[CH:21][CH:22]=[CH:23][CH:24]=2)=[C:13]([CH:12]=1)[C:25]([NH2:26])=[O:27]. Given the reactants C(OC(=O)[NH:7][CH2:8][CH2:9][O:10][C:11]1[CH:16]=[CH:15][C:14]([O:17][CH2:18][C:19]2[CH:24]=[CH:23][CH:22]=[CH:21][CH:20]=2)=[C:13]([C:25](=[O:27])[NH2:26])[CH:12]=1)(C)(C)C.[ClH:29], predict the reaction product. (2) Given the reactants [NH2:1][C:2]1[CH:10]=[CH:9][C:8]([O:11][C:12]2[CH:17]=[CH:16][C:15]([F:18])=[CH:14][C:13]=2[F:19])=[CH:7][C:3]=1[C:4]([NH2:6])=[O:5].N[C:21](N)=[O:22].O, predict the reaction product. The product is: [F:19][C:13]1[CH:14]=[C:15]([F:18])[CH:16]=[CH:17][C:12]=1[O:11][C:8]1[CH:7]=[C:3]2[C:2](=[CH:10][CH:9]=1)[NH:1][C:21](=[O:22])[NH:6][C:4]2=[O:5]. (3) Given the reactants C([N:8]1[CH:13]2[CH2:14][C:15]([NH:20][C:21]([O:23][C:24]([CH3:27])([CH3:26])[CH3:25])=[O:22])([C:17]([OH:19])=[O:18])[CH2:16][CH:9]1[CH2:10][O:11][CH2:12]2)C1C=CC=CC=1, predict the reaction product. The product is: [C:24]([O:23][C:21]([NH:20][C:15]1([C:17]([OH:19])=[O:18])[CH2:16][CH:9]2[NH:8][CH:13]([CH2:12][O:11][CH2:10]2)[CH2:14]1)=[O:22])([CH3:27])([CH3:25])[CH3:26]. (4) Given the reactants [H-].[Na+].[CH3:3][C@:4]1([C:19]([O:21][C:22]([CH3:25])([CH3:24])[CH3:23])=[O:20])[C:8](=[CH2:9])[C:7](=[O:10])[N:6]([C@@H:11]([C:13]2[CH:18]=[CH:17][CH:16]=[CH:15][CH:14]=2)[CH3:12])[CH2:5]1.[I-].[CH3:27][S+](C)C.C(O)(=O)CC(CC(O)=O)(C(O)=O)O, predict the reaction product. The product is: [CH3:3][C@:4]1([C:19]([O:21][C:22]([CH3:24])([CH3:23])[CH3:25])=[O:20])[C:8]2([CH2:27][CH2:9]2)[C:7](=[O:10])[N:6]([C@@H:11]([C:13]2[CH:18]=[CH:17][CH:16]=[CH:15][CH:14]=2)[CH3:12])[CH2:5]1. (5) Given the reactants Br[C:2]1[CH:7]=[CH:6][C:5]([NH:8][N:9]2[C:17](=[O:18])[C:16]3[C:11](=[CH:12][CH:13]=[CH:14][CH:15]=3)[C:10]2=[O:19])=[CH:4][CH:3]=1.C([O-])([O-])=O.[K+].[K+].CO[CH2:28][CH2:29]OC, predict the reaction product. The product is: [CH:28]([C:2]1[CH:7]=[CH:6][C:5]([NH:8][N:9]2[C:17](=[O:18])[C:16]3[C:11](=[CH:12][CH:13]=[CH:14][CH:15]=3)[C:10]2=[O:19])=[CH:4][CH:3]=1)=[CH2:29]. (6) Given the reactants Br[C:2]1[CH:6]=[CH:5][S:4][C:3]=1[CH:7]=[O:8].[OH:9][C:10]1[CH:11]=[C:12](B(O)O)[CH:13]=[CH:14][CH:15]=1.C(=O)([O-])[O-].[Na+].[Na+].O, predict the reaction product. The product is: [OH:9][C:10]1[CH:15]=[C:14]([C:2]2[CH:6]=[CH:5][S:4][C:3]=2[CH:7]=[O:8])[CH:13]=[CH:12][CH:11]=1. (7) Given the reactants [O:1]=[C:2]1[CH2:6][O:5][C:4]([NH:7][C:8]2[CH:13]=[CH:12][C:11]([O:14][CH2:15][CH2:16][CH3:17])=[CH:10][CH:9]=2)=[C:3]1[C:18]([O:20][CH2:21][CH3:22])=[O:19].[NH:23]1[C:31]2[C:26](=[CH:27][CH:28]=[CH:29][N:30]=2)[C:25]([CH:32]=O)=[CH:24]1.N1CCC[C@H]1C(O)=O, predict the reaction product. The product is: [NH:23]1[C:31]2=[N:30][CH:29]=[CH:28][CH:27]=[C:26]2[C:25]([CH:32]=[C:6]2[O:5][C:4]([NH:7][C:8]3[CH:9]=[CH:10][C:11]([O:14][CH2:15][CH2:16][CH3:17])=[CH:12][CH:13]=3)=[C:3]([C:18]([O:20][CH2:21][CH3:22])=[O:19])[C:2]2=[O:1])=[CH:24]1.